This data is from Forward reaction prediction with 1.9M reactions from USPTO patents (1976-2016). The task is: Predict the product of the given reaction. (1) Given the reactants [H-].[Na+].P(=O)([O-])O[C:5](CC)(CC)[C:6]#[N:7].[Br:14][C:15]1[CH:22]=[CH:21][C:18]([CH:19]=O)=[CH:17][CH:16]=1, predict the reaction product. The product is: [Br:14][C:15]1[CH:22]=[CH:21][C:18]([CH:19]=[CH:5][C:6]#[N:7])=[CH:17][CH:16]=1. (2) Given the reactants [N:1]([C:3]1[C:11]2[C:6](=[CH:7][CH:8]=[CH:9][CH:10]=2)[NH:5][C:4]=1[C:12]1[CH:17]=[CH:16][CH:15]=[CH:14][CH:13]=1)=O.[OH-].[Na+].S(S([O-])=O)([O-])=O.[Na+].[Na+], predict the reaction product. The product is: [NH2:1][C:3]1[C:11]2[C:6](=[CH:7][CH:8]=[CH:9][CH:10]=2)[NH:5][C:4]=1[C:12]1[CH:17]=[CH:16][CH:15]=[CH:14][CH:13]=1. (3) The product is: [O:37]=[C:17]1[C:18]2([C:36]3[C:27](=[CH:28][C:29]4[O:34][CH2:33][CH2:32][O:31][C:30]=4[CH:35]=3)[O:26][CH2:25]2)[C:19]2[C:24](=[CH:23][CH:22]=[CH:21][CH:20]=2)[N:16]1[CH2:15][C@H:7]1[O:6][CH:5]([OH:38])[C@H:4]([OH:3])[C@@H:9]([OH:10])[C@H:8]1[OH:12]. Given the reactants CC1(C)[O:38][C@H:5]2[O:6][C@H:7]([CH2:15][N:16]3[C:24]4[C:19](=[CH:20][CH:21]=[CH:22][CH:23]=4)[C:18]4([C:36]5[C:27](=[CH:28][C:29]6[O:34][CH2:33][CH2:32][O:31][C:30]=6[CH:35]=5)[O:26][CH2:25]4)[C:17]3=[O:37])[C@@H:8]3[O:12]C(C)(C)[O:10][C@@H:9]3[C@H:4]2[O:3]1, predict the reaction product. (4) Given the reactants [NH2:1][C:2]1[N:7]=[C:6]([C:8]2[N:12]([CH:13]([CH3:15])[CH3:14])[C:11]([CH3:16])=[N:10][CH:9]=2)[CH:5]=[CH:4][N:3]=1.Cl[C:18]1[CH:28]=[CH:27][C:21]([C:22]([O:24][CH2:25][CH3:26])=[O:23])=[C:20]([CH3:29])[N:19]=1.C1C=CC(P(C2C(C3C(P(C4C=CC=CC=4)C4C=CC=CC=4)=CC=C4C=3C=CC=C4)=C3C(C=CC=C3)=CC=2)C2C=CC=CC=2)=CC=1, predict the reaction product. The product is: [CH:13]([N:12]1[C:8]([C:6]2[CH:5]=[CH:4][N:3]=[C:2]([NH:1][C:18]3[CH:28]=[CH:27][C:21]([C:22]([O:24][CH2:25][CH3:26])=[O:23])=[C:20]([CH3:29])[N:19]=3)[N:7]=2)=[CH:9][N:10]=[C:11]1[CH3:16])([CH3:14])[CH3:15]. (5) Given the reactants Br[C:2]1[S:3][C:4]([N:12]([CH2:19][CH3:20])[CH:13]2[CH2:18][CH2:17][O:16][CH2:15][CH2:14]2)=[C:5]([CH3:11])[C:6]=1[C:7]([O:9][CH3:10])=[O:8].[CH3:21][N:22]1[CH2:27][CH2:26][NH:25][CH2:24][CH2:23]1.C([O-])([O-])=O.[Cs+].[Cs+].CC1(C)C2C(=C(P(C3C=CC=CC=3)C3C=CC=CC=3)C=CC=2)OC2C(P(C3C=CC=CC=3)C3C=CC=CC=3)=CC=CC1=2, predict the reaction product. The product is: [CH2:19]([N:12]([CH:13]1[CH2:18][CH2:17][O:16][CH2:15][CH2:14]1)[C:4]1[S:3][C:2]([N:25]2[CH2:26][CH2:27][N:22]([CH3:21])[CH2:23][CH2:24]2)=[C:6]([C:7]([O:9][CH3:10])=[O:8])[C:5]=1[CH3:11])[CH3:20].